This data is from Peptide-MHC class I binding affinity with 185,985 pairs from IEDB/IMGT. The task is: Regression. Given a peptide amino acid sequence and an MHC pseudo amino acid sequence, predict their binding affinity value. This is MHC class I binding data. (1) The binding affinity (normalized) is 0.0847. The peptide sequence is WSADGSSMY. The MHC is HLA-A31:01 with pseudo-sequence HLA-A31:01. (2) The peptide sequence is ESSIYVILK. The MHC is HLA-A33:01 with pseudo-sequence HLA-A33:01. The binding affinity (normalized) is 0.232. (3) The peptide sequence is IAEYIAGLKI. The MHC is HLA-A02:01 with pseudo-sequence HLA-A02:01. The binding affinity (normalized) is 0.171. (4) The peptide sequence is DVERLQMAGV. The MHC is HLA-A02:03 with pseudo-sequence HLA-A02:03. The binding affinity (normalized) is 0.570. (5) The peptide sequence is SLLRGLIFY. The MHC is HLA-B27:03 with pseudo-sequence HLA-B27:03. The binding affinity (normalized) is 0.0847. (6) The peptide sequence is STFATVLEY. The MHC is HLA-A11:01 with pseudo-sequence HLA-A11:01. The binding affinity (normalized) is 0.763.